This data is from Full USPTO retrosynthesis dataset with 1.9M reactions from patents (1976-2016). The task is: Predict the reactants needed to synthesize the given product. (1) Given the product [C:1]1([C:15]2[CH:16]=[CH:17][CH:18]=[CH:19][CH:20]=2)[CH:6]=[CH:5][C:4]([O:7][C@@H:8]2[CH2:13][CH2:12][CH2:11][C@@H:10]([O:14][C:24](=[O:25])[C@@:23]([O:22][CH3:21])([C:31]3[CH:32]=[CH:33][CH:34]=[CH:35][CH:36]=3)[C:27]([F:29])([F:30])[F:28])[CH2:9]2)=[CH:3][CH:2]=1, predict the reactants needed to synthesize it. The reactants are: [C:1]1([C:15]2[CH:20]=[CH:19][CH:18]=[CH:17][CH:16]=2)[CH:6]=[CH:5][C:4]([O:7][C@@H:8]2[CH2:13][CH2:12][CH2:11][C@@H:10]([OH:14])[CH2:9]2)=[CH:3][CH:2]=1.[CH3:21][O:22][C@:23]([C:31]1[CH:36]=[CH:35][CH:34]=[CH:33][CH:32]=1)([C:27]([F:30])([F:29])[F:28])[C:24](O)=[O:25].CCN=C=NCCCN(C)C.Cl. (2) The reactants are: [O:1]([C:8]1[CH:9]=[C:10]([OH:14])[CH:11]=[CH:12][CH:13]=1)[C:2]1[CH:7]=[CH:6][CH:5]=[CH:4][CH:3]=1.[H-].[Na+].[NH2:17][S:18]([C:21]1[CH:26]=[CH:25][C:24]([NH:27][C:28](=[O:31])[CH2:29]Br)=[C:23]([Cl:32])[CH:22]=1)(=[O:20])=[O:19]. Given the product [NH2:17][S:18]([C:21]1[CH:26]=[CH:25][C:24]([NH:27][C:28](=[O:31])[CH2:29][O:14][C:10]2[CH:11]=[CH:12][CH:13]=[C:8]([O:1][C:2]3[CH:3]=[CH:4][CH:5]=[CH:6][CH:7]=3)[CH:9]=2)=[C:23]([Cl:32])[CH:22]=1)(=[O:20])=[O:19], predict the reactants needed to synthesize it. (3) Given the product [C:1]([O:5][C:6]([N:8]1[CH2:15][CH:14]2[N:16]([C:17]([O:19][C:20]([CH3:23])([CH3:22])[CH3:21])=[O:18])[CH:10]([CH2:11][C:12]([C:39]3[S:40][CH:41]=[C:42]([CH2:44][CH2:45][CH2:46][O:47][C:52]4[C:51]([F:56])=[C:50]([CH2:48][CH3:49])[O:54][N:53]=4)[N:43]=3)=[C:13]2[C:24](=[O:38])[N:25]([CH:35]2[CH2:36][CH2:37]2)[CH2:26][C:27]2[CH:32]=[CH:31][CH:30]=[C:29]([Cl:33])[C:28]=2[Cl:34])[CH2:9]1)=[O:7])([CH3:4])([CH3:2])[CH3:3], predict the reactants needed to synthesize it. The reactants are: [C:1]([O:5][C:6]([N:8]1[CH2:15][CH:14]2[N:16]([C:17]([O:19][C:20]([CH3:23])([CH3:22])[CH3:21])=[O:18])[CH:10]([CH2:11][C:12]([C:39]3[S:40][CH:41]=[C:42]([CH2:44][CH2:45][CH2:46][OH:47])[N:43]=3)=[C:13]2[C:24](=[O:38])[N:25]([CH:35]2[CH2:37][CH2:36]2)[CH2:26][C:27]2[CH:32]=[CH:31][CH:30]=[C:29]([Cl:33])[C:28]=2[Cl:34])[CH2:9]1)=[O:7])([CH3:4])([CH3:3])[CH3:2].[CH2:48]([C:50]1[O:54][N:53]=[C:52](O)[C:51]=1[F:56])[CH3:49].